From a dataset of Catalyst prediction with 721,799 reactions and 888 catalyst types from USPTO. Predict which catalyst facilitates the given reaction. (1) Reactant: [Br:1][C:2]1[CH:3]=[CH:4][C:5]2[CH2:11][CH2:10][CH2:9][C:8](=O)[NH:7][C:6]=2[CH:13]=1.CO. Product: [Br:1][C:2]1[CH:3]=[CH:4][C:5]2[CH2:11][CH2:10][CH2:9][CH2:8][NH:7][C:6]=2[CH:13]=1. The catalyst class is: 365. (2) The catalyst class is: 18. Product: [F:1][C:2]1[CH:3]=[CH:4][C:5]([N:8]2[C:12]([CH:13]([CH3:14])[CH3:15])=[C:11]([NH:16][C:24](=[O:25])[CH:23]([N:22]3[C:18]([CH3:17])=[N:19][C:20]([C:28]([F:29])([F:30])[F:31])=[N:21]3)[CH3:27])[CH:10]=[N:9]2)=[CH:6][CH:7]=1. Reactant: [F:1][C:2]1[CH:7]=[CH:6][C:5]([N:8]2[C:12]([CH:13]([CH3:15])[CH3:14])=[C:11]([NH2:16])[CH:10]=[N:9]2)=[CH:4][CH:3]=1.[CH3:17][C:18]1[N:22]([CH:23]([CH3:27])[C:24](O)=[O:25])[N:21]=[C:20]([C:28]([F:31])([F:30])[F:29])[N:19]=1.C(N(C(C)C)CC)(C)C.CN(C(ON1N=NC2C=CC=NC1=2)=[N+](C)C)C.F[P-](F)(F)(F)(F)F. (3) Reactant: [Cl:1][C:2]1[CH:12]=[CH:11][C:5](/[CH:6]=[CH:7]/[C:8]([OH:10])=O)=[CH:4][C:3]=1[N+:13]([O-:15])=[O:14].[C:16]([N:19]1[CH2:24][CH2:23][NH:22][CH2:21][CH2:20]1)(=[O:18])[CH3:17].CCN=C=NCCCN(C)C. Product: [Cl:1][C:2]1[CH:12]=[CH:11][C:5](/[CH:6]=[CH:7]/[C:8]([N:22]2[CH2:23][CH2:24][N:19]([C:16](=[O:18])[CH3:17])[CH2:20][CH2:21]2)=[O:10])=[CH:4][C:3]=1[N+:13]([O-:15])=[O:14]. The catalyst class is: 3.